Dataset: Plasma protein binding rate (PPBR) regression data from AstraZeneca. Task: Regression/Classification. Given a drug SMILES string, predict its absorption, distribution, metabolism, or excretion properties. Task type varies by dataset: regression for continuous measurements (e.g., permeability, clearance, half-life) or binary classification for categorical outcomes (e.g., BBB penetration, CYP inhibition). For this dataset (ppbr_az), we predict Y. (1) The drug is CCc1c(C(=O)C(N)=O)c2c(OCC(=O)O)cccc2n1Cc1ccccc1. The Y is 87.6 %. (2) The molecule is COc1ccc(-c2nc(N3CCOCC3)nc(O)c2C#N)cc1. The Y is 93.5 %. (3) The Y is 71.0 %. The molecule is N#Cc1cc(F)c(Cl)cc1O[C@H](CCN)c1ccccc1. (4) The molecule is COC(=O)[C@H](c1ccccc1Cl)N1CCc2sccc2C1. The Y is 98.6 %. (5) The molecule is Cc1nn(-c2ccccc2)nc1C(=O)N[C@@H]1COc2cccc(N3CCN(C)CC3)c2C1. The Y is 95.8 %. (6) The molecule is N#Cc1ccc(C(c2ccc(C#N)cc2)n2cncn2)cc1. The Y is 51.7 %.